This data is from Forward reaction prediction with 1.9M reactions from USPTO patents (1976-2016). The task is: Predict the product of the given reaction. Given the reactants [C:1]([NH:4][C:5]1[CH:10]=[C:9]([C:11]#[C:12][C:13]2[C:18]([NH:19]C(=O)C(F)(F)F)=[C:17]([O:26][CH3:27])[CH:16]=[CH:15][N:14]=2)[CH:8]=[CH:7][N:6]=1)(=[O:3])[CH3:2].Br[C:29]1[CH:34]=[CH:33][C:32]([O:35][CH3:36])=[CH:31][N:30]=1.C([O-])([O-])=O.[Cs+].[Cs+], predict the reaction product. The product is: [CH3:27][O:26][C:17]1[CH:16]=[CH:15][N:14]=[C:13]2[C:12]([C:29]3[CH:34]=[CH:33][C:32]([O:35][CH3:36])=[CH:31][N:30]=3)=[C:11]([C:9]3[CH:8]=[CH:7][N:6]=[C:5]([NH:4][C:1](=[O:3])[CH3:2])[CH:10]=3)[NH:19][C:18]=12.